This data is from Full USPTO retrosynthesis dataset with 1.9M reactions from patents (1976-2016). The task is: Predict the reactants needed to synthesize the given product. Given the product [N:40]1([CH2:25][CH2:24][CH2:23][C:9]2[N:10]=[C:11]([C:13]3[CH:18]=[CH:17][C:16]([C:19]([F:20])([F:21])[F:22])=[CH:15][CH:14]=3)[S:12][C:8]=2[CH2:7][O:6][C:5]2[CH:31]=[CH:32][C:33]([C:34]3[NH:38][C:37](=[O:39])[O:36][N:35]=3)=[C:3]([O:2][CH3:1])[CH:4]=2)[CH2:43][CH2:42][CH2:41]1, predict the reactants needed to synthesize it. The reactants are: [CH3:1][O:2][C:3]1[CH:4]=[C:5]([CH:31]=[CH:32][C:33]=1[C:34]1[NH:38][C:37](=[O:39])[O:36][N:35]=1)[O:6][CH2:7][C:8]1[S:12][C:11]([C:13]2[CH:18]=[CH:17][C:16]([C:19]([F:22])([F:21])[F:20])=[CH:15][CH:14]=2)=[N:10][C:9]=1[CH2:23][CH2:24][CH2:25]OS(C)(=O)=O.[NH:40]1[CH2:43][CH2:42][CH2:41]1.C(N(C(C)C)CC)(C)C.